This data is from Catalyst prediction with 721,799 reactions and 888 catalyst types from USPTO. The task is: Predict which catalyst facilitates the given reaction. (1) Reactant: Br[C:2]1[S:3][C:4]([S:17]([N:20]2[CH2:25][CH2:24][CH2:23][CH:22]([OH:26])[CH2:21]2)(=[O:19])=[O:18])=[CH:5][C:6]=1[C:7]1[S:11][C:10]([NH:12][C:13](=[O:15])[CH3:14])=[N:9][C:8]=1[CH3:16].C([Li])CCC. Product: [OH:26][CH:22]1[CH2:23][CH2:24][CH2:25][N:20]([S:17]([C:4]2[S:3][CH:2]=[C:6]([C:7]3[S:11][C:10]([NH:12][C:13](=[O:15])[CH3:14])=[N:9][C:8]=3[CH3:16])[CH:5]=2)(=[O:19])=[O:18])[CH2:21]1. The catalyst class is: 6. (2) Reactant: [CH2:1]([O:3][C:4]([N:6]1[C:14]2[C:9](=[CH:10][CH:11]=[C:12]([Cl:15])[CH:13]=2)/[C:8](=[CH:16]/[CH:17]2[CH2:22][CH2:21][CH2:20][CH2:19][CH2:18]2)/[C:7]1=[O:23])=[O:5])[CH3:2].[Cl:24][C:25]1[CH:30]=[CH:29][C:28]([CH:31]=[N:32][C:33]([O:35][Si](C)(C)C)=[CH2:34])=[CH:27][CH:26]=1. Product: [CH2:1]([O:3][C:4]([N:6]1[C:14]2[C:9](=[CH:10][CH:11]=[C:12]([Cl:15])[CH:13]=2)[C:8]2([CH:16]([CH:17]3[CH2:18][CH2:19][CH2:20][CH2:21][CH2:22]3)[CH2:35][C:33](=[O:34])[NH:32][CH:31]2[C:28]2[CH:29]=[CH:30][C:25]([Cl:24])=[CH:26][CH:27]=2)[C:7]1=[O:23])=[O:5])[CH3:2]. The catalyst class is: 11. (3) Reactant: [Br:1][C:2]1[CH:3]=[C:4]2[NH:10][C:9](=O)[C:8]([CH3:13])([CH3:12])[C:5]2=[N:6][CH:7]=1.[H-].COCCO[Al+]OCCOC.[Na+].[H-]. Product: [Br:1][C:2]1[CH:3]=[C:4]2[NH:10][CH2:9][C:8]([CH3:13])([CH3:12])[C:5]2=[N:6][CH:7]=1. The catalyst class is: 11. (4) Reactant: Br[C:2]1[S:6][C:5]([NH2:7])=[N:4][CH:3]=1.C([O-])([O-])=O.[K+].[K+].[CH2:14]([O:16][C:17](=[O:21])[CH2:18][CH2:19][SH:20])[CH3:15].O. Product: [CH2:14]([O:16][C:17](=[O:21])[CH2:18][CH2:19][S:20][C:2]1[S:6][C:5]([NH2:7])=[N:4][CH:3]=1)[CH3:15]. The catalyst class is: 3. (5) Reactant: C(NC(C)C)(C)C.[Br:8][C:9]1[C:17]2[O:16][C:15]([F:19])([F:18])[O:14][C:13]=2[CH:12]=[CH:11][CH:10]=1.C([Li])CCC.[C:25](=[O:27])=[O:26]. Product: [Br:8][C:9]1[C:17]2[O:16][C:15]([F:19])([F:18])[O:14][C:13]=2[C:12]([C:25]([OH:27])=[O:26])=[CH:11][CH:10]=1. The catalyst class is: 30.